The task is: Predict which catalyst facilitates the given reaction.. This data is from Catalyst prediction with 721,799 reactions and 888 catalyst types from USPTO. (1) Reactant: [F:1][C:2]([F:28])([C:18]1[CH:19]=[N:20][C:21]([C:24]([F:27])([F:26])[F:25])=[CH:22][CH:23]=1)[CH2:3][N:4]1[CH2:9][CH2:8][CH:7]([NH:10]C(=O)OC(C)(C)C)[CH2:6][CH2:5]1.C(O)(C(F)(F)F)=O. Product: [F:28][C:2]([F:1])([C:18]1[CH:19]=[N:20][C:21]([C:24]([F:25])([F:26])[F:27])=[CH:22][CH:23]=1)[CH2:3][N:4]1[CH2:9][CH2:8][CH:7]([NH2:10])[CH2:6][CH2:5]1. The catalyst class is: 2. (2) Reactant: C(Cl)(Cl)[Cl:2].[S:5]1[C:9]2[CH:10]=[CH:11][C:12]([NH:14][C:15]([C:17]3[CH:22]=[CH:21][C:20]([C:23]4[CH:28]=[CH:27][CH:26]=[CH:25][CH:24]=4)=[C:19]([CH2:29]Cl)[CH:18]=3)=[O:16])=[CH:13][C:8]=2[N:7]=[CH:6]1.[NH:31]1[CH2:36][CH2:35][CH:34]([C:37]([NH2:39])=[O:38])[CH2:33][CH2:32]1.Cl. Product: [ClH:2].[S:5]1[C:9]2[CH:10]=[CH:11][C:12]([NH:14][C:15]([C:17]3[CH:22]=[CH:21][C:20]([C:23]4[CH:28]=[CH:27][CH:26]=[CH:25][CH:24]=4)=[C:19]([CH2:29][N:31]4[CH2:36][CH2:35][CH:34]([C:37]([NH2:39])=[O:38])[CH2:33][CH2:32]4)[CH:18]=3)=[O:16])=[CH:13][C:8]=2[N:7]=[CH:6]1. The catalyst class is: 336. (3) Reactant: [CH3:1][O:2][C:3]([C:5]1[CH:10]=[CH:9][C:8]([O:11][CH2:12][CH2:13][N:14]2[C:18]([C:19]([O:21][CH3:22])=[O:20])=[C:17]([N+:23]([O-])=O)[CH:16]=[N:15]2)=[CH:7][CH:6]=1)=[O:4].COC(C1C=CC(OCCN2C=C([N+]([O-])=O)C(C(OC)=O)=N2)=CC=1)=O.C1COCC1. Product: [NH2:23][C:17]1[CH:16]=[N:15][N:14]([CH2:13][CH2:12][O:11][C:8]2[CH:9]=[CH:10][C:5]([C:3]([O:2][CH3:1])=[O:4])=[CH:6][CH:7]=2)[C:18]=1[C:19]([O:21][CH3:22])=[O:20]. The catalyst class is: 352.